Dataset: Catalyst prediction with 721,799 reactions and 888 catalyst types from USPTO. Task: Predict which catalyst facilitates the given reaction. (1) Reactant: [OH-].[Na+].C[O:4][C:5](=[O:37])[CH2:6][CH2:7][C:8]1[CH:13]=[CH:12][C:11]([O:14][CH2:15][CH2:16][C@@H:17]([O:19][C:20]2[C:25]([C:26]3[CH:27]=[N:28][CH:29]=[CH:30][CH:31]=3)=[CH:24][C:23]([C:32]([F:35])([F:34])[F:33])=[CH:22][N:21]=2)[CH3:18])=[CH:10][C:9]=1[CH3:36].Cl. Product: [CH3:36][C:9]1[CH:10]=[C:11]([O:14][CH2:15][CH2:16][C@@H:17]([O:19][C:20]2[C:25]([C:26]3[CH:27]=[N:28][CH:29]=[CH:30][CH:31]=3)=[CH:24][C:23]([C:32]([F:35])([F:34])[F:33])=[CH:22][N:21]=2)[CH3:18])[CH:12]=[CH:13][C:8]=1[CH2:7][CH2:6][C:5]([OH:37])=[O:4]. The catalyst class is: 5. (2) The catalyst class is: 4. Reactant: [C:1]([CH2:4][NH:5][C:6]([NH:8][CH2:9][C:10]1[CH:28]=[CH:27][C:13]([C:14]([N:16]2[C:22]3[CH:23]=[CH:24][CH:25]=[CH:26][C:21]=3[CH2:20][CH2:19][CH2:18][CH2:17]2)=[O:15])=[CH:12][C:11]=1[CH3:29])=[O:7])([OH:3])=[O:2].[CH3:30]N(C=O)C.C(Cl)(=O)C(Cl)=O. Product: [CH3:30][O:2][C:1](=[O:3])[CH2:4][NH:5][C:6]([NH:8][CH2:9][C:10]1[CH:28]=[CH:27][C:13]([C:14]([N:16]2[C:22]3[CH:23]=[CH:24][CH:25]=[CH:26][C:21]=3[CH2:20][CH2:19][CH2:18][CH2:17]2)=[O:15])=[CH:12][C:11]=1[CH3:29])=[O:7]. (3) Product: [C:1]1([C@H:7]([NH:9][C@@H:10]2[CH2:19][CH2:18][C:13]3([O:17][CH2:16][CH2:15][O:14]3)[CH2:12][C@@H:11]2[C:20]([O:22][CH2:23][CH3:24])=[O:21])[CH3:8])[CH:6]=[CH:5][CH:4]=[CH:3][CH:2]=1.[C:31]1([CH3:41])[CH:32]=[CH:33][C:34]([S:37]([OH:40])(=[O:38])=[O:39])=[CH:35][CH:36]=1. Reactant: [C:1]1([C@H:7]([NH:9][C@@H:10]2[CH2:19][CH2:18][C:13]3([O:17][CH2:16][CH2:15][O:14]3)[CH2:12][C@@H:11]2[C:20]([O:22][CH2:23][CH3:24])=[O:21])[CH3:8])[CH:6]=[CH:5][CH:4]=[CH:3][CH:2]=1.CCOCC.O.[C:31]1([CH3:41])[CH:36]=[CH:35][C:34]([S:37]([OH:40])(=[O:39])=[O:38])=[CH:33][CH:32]=1. The catalyst class is: 13. (4) Reactant: C(OC([N:8]1[CH2:12][CH2:11][CH2:10][C@@H:9]1[CH2:13][O:14][C:15]1[CH:20]=[CH:19][C:18]([CH2:21][C:22]2[CH:27]=[CH:26][C:25]([Br:28])=[CH:24][CH:23]=2)=[CH:17][CH:16]=1)=O)(C)(C)C.[ClH:29].CCOCC. Product: [ClH:29].[Br:28][C:25]1[CH:26]=[CH:27][C:22]([CH2:21][C:18]2[CH:19]=[CH:20][C:15]([O:14][CH2:13][C@H:9]3[CH2:10][CH2:11][CH2:12][NH:8]3)=[CH:16][CH:17]=2)=[CH:23][CH:24]=1. The catalyst class is: 12. (5) Reactant: [OH:1][CH:2]([C:6]1[S:7][CH:8]=[CH:9][CH:10]=1)[CH2:3][C:4]#[N:5].C(OC=C)(=O)C. Product: [OH:1][C@H:2]([C:6]1[S:7][CH:8]=[CH:9][CH:10]=1)[CH2:3][C:4]#[N:5]. The catalyst class is: 740. (6) Reactant: [NH2:1][C:2]1[C:3]([C:12]([O:14][CH3:15])=[O:13])=[N:4][C:5]([Sn](C)(C)C)=[CH:6][N:7]=1.Br[C:17]1[C:22]([C:23]([F:26])([F:25])[F:24])=[CH:21][CH:20]=[CH:19][N:18]=1.CC1C=CC=CC=1P(C1C=CC=CC=1C)C1C=CC=CC=1C.CCN(CC)CC. Product: [NH2:1][C:2]1[C:3]([C:12]([O:14][CH3:15])=[O:13])=[N:4][C:5]([C:17]2[C:22]([C:23]([F:26])([F:25])[F:24])=[CH:21][CH:20]=[CH:19][N:18]=2)=[CH:6][N:7]=1. The catalyst class is: 533. (7) Reactant: [CH3:1][C:2]([CH3:24])([CH3:23])[CH2:3][NH:4][C:5]1[N:10]=[CH:9][N:8]=[C:7]([NH:11][C:12]2[CH:13]=[C:14]([CH:19]=[CH:20][C:21]=2[CH3:22])[C:15]([NH:17][CH3:18])=[O:16])[CH:6]=1.C(=O)(O)[O-].[Na+].[Br:30]Br. Product: [Br:30][C:6]1[C:7]([NH:11][C:12]2[CH:13]=[C:14]([CH:19]=[CH:20][C:21]=2[CH3:22])[C:15]([NH:17][CH3:18])=[O:16])=[N:8][CH:9]=[N:10][C:5]=1[NH:4][CH2:3][C:2]([CH3:24])([CH3:23])[CH3:1]. The catalyst class is: 34.